From a dataset of Full USPTO retrosynthesis dataset with 1.9M reactions from patents (1976-2016). Predict the reactants needed to synthesize the given product. (1) The reactants are: [CH3:1][O:2][C:3]1[CH:4]=[C:5]2[C:10](=[CH:11][C:12]=1[O:13][CH3:14])[N:9]=[CH:8][N:7]=[C:6]2[O:15][C:16]1[CH:22]=[CH:21][C:19]([NH2:20])=[CH:18][CH:17]=1.C(O)C.[CH3:26][C:27]1[CH:28]=[C:29]([C:33]([N:35]=[C:36]=[S:37])=[O:34])[CH:30]=[CH:31][CH:32]=1. Given the product [CH3:1][O:2][C:3]1[CH:4]=[C:5]2[C:10](=[CH:11][C:12]=1[O:13][CH3:14])[N:9]=[CH:8][N:7]=[C:6]2[O:15][C:16]1[CH:22]=[CH:21][C:19]([NH:20][C:36]([NH:35][C:33](=[O:34])[C:29]2[CH:30]=[CH:31][CH:32]=[C:27]([CH3:26])[CH:28]=2)=[S:37])=[CH:18][CH:17]=1, predict the reactants needed to synthesize it. (2) Given the product [NH2:1][C:2]1[N:3]=[CH:4][C:5]([C:19]2[CH:20]=[N:21][CH:22]=[CH:23][C:24]=2[C:28]#[N:27])=[N:6][C:7]=1[C:8]1[O:9][C:10]([C:13]2[CH:18]=[CH:17][CH:16]=[CH:15][CH:14]=2)=[N:11][N:12]=1, predict the reactants needed to synthesize it. The reactants are: [NH2:1][C:2]1[N:3]=[CH:4][C:5]([C:19]2[C:20](C#N)=[N:21][CH:22]=[CH:23][CH:24]=2)=[N:6][C:7]=1[C:8]1[O:9][C:10]([C:13]2[CH:18]=[CH:17][CH:16]=[CH:15][CH:14]=2)=[N:11][N:12]=1.[NH2:27][C:28]1N=CC(C2C=CC(S(C(C)C)(=O)=O)=CC=2C#N)=NC=1C1OC(C2C=CC=CC=2)=NN=1. (3) Given the product [CH2:1]([O:3][C:4](=[O:17])[C:5]1[CH:10]=[CH:9][CH:8]=[C:7]([S:11][C:12]2[C:23]3[C:22](=[C:21]([F:28])[C:20]([Cl:19])=[CH:25][CH:24]=3)[NH:26][C:13]=2[CH3:14])[C:6]=1[F:16])[CH3:2], predict the reactants needed to synthesize it. The reactants are: [CH2:1]([O:3][C:4](=[O:17])[C:5]1[CH:10]=[CH:9][CH:8]=[C:7]([S:11][CH2:12][C:13](=O)[CH3:14])[C:6]=1[F:16])[CH3:2].Cl.[Cl:19][C:20]1[C:21]([F:28])=[C:22]([NH:26]N)[CH:23]=[CH:24][CH:25]=1. (4) The reactants are: [C:1]([O:5][C:6]([N:8]1[CH2:14][C@@H:13]([C:15](O)=[O:16])[C@H:12]([C:18]2[CH:23]=[CH:22][C:21]([Cl:24])=[C:20]([Cl:25])[CH:19]=2)[O:11][CH2:10][CH2:9]1)=[O:7])([CH3:4])([CH3:3])[CH3:2].[NH4+].[N:27]1(O)C2C=CC=CC=2N=N1.Cl.CN(C)CCCN=C=NCC. Given the product [C:15]([C@H:13]1[C@H:12]([C:18]2[CH:23]=[CH:22][C:21]([Cl:24])=[C:20]([Cl:25])[CH:19]=2)[O:11][CH2:10][CH2:9][N:8]([C:6]([O:5][C:1]([CH3:4])([CH3:3])[CH3:2])=[O:7])[CH2:14]1)(=[O:16])[NH2:27], predict the reactants needed to synthesize it. (5) Given the product [Br:1][CH2:18][CH2:17][CH2:16][CH2:15][CH:11]1[CH2:12][CH2:13][CH2:14][O:9][CH2:10]1, predict the reactants needed to synthesize it. The reactants are: [Br:1]CC[C@H]1CCOC1.[O:9]1[CH2:14][CH2:13][CH2:12][CH:11]([CH2:15][CH2:16][CH2:17][CH2:18]O)[CH2:10]1. (6) Given the product [Cl:35][C:36]1[N:40]([CH2:41][CH2:42][O:43][CH3:44])[N:39]=[CH:38][C:37]=1[NH:45][C:2]1[N:3]=[C:4]([O:29][CH:30]2[CH2:34][CH2:33][CH2:32][CH2:31]2)[C:5]2[C:10]([C:11]3[CH:20]=[CH:19][C:14]4[N:15]=[C:16]([CH3:18])[O:17][C:13]=4[CH:12]=3)=[CH:9][N:8]([CH2:21][O:22][CH2:23][CH2:24][Si:25]([CH3:27])([CH3:26])[CH3:28])[C:6]=2[N:7]=1, predict the reactants needed to synthesize it. The reactants are: Cl[C:2]1[N:3]=[C:4]([O:29][CH:30]2[CH2:34][CH2:33][CH2:32][CH2:31]2)[C:5]2[C:10]([C:11]3[CH:20]=[CH:19][C:14]4[N:15]=[C:16]([CH3:18])[O:17][C:13]=4[CH:12]=3)=[CH:9][N:8]([CH2:21][O:22][CH2:23][CH2:24][Si:25]([CH3:28])([CH3:27])[CH3:26])[C:6]=2[N:7]=1.[Cl:35][C:36]1[N:40]([CH2:41][CH2:42][O:43][CH3:44])[N:39]=[CH:38][C:37]=1[NH2:45].C(=O)([O-])[O-].[Cs+].[Cs+].C1(P(C2C=CC=CC=2)C2C=CC3C(=CC=CC=3)C=2C2C3C(=CC=CC=3)C=CC=2P(C2C=CC=CC=2)C2C=CC=CC=2)C=CC=CC=1.